Dataset: Peptide-MHC class I binding affinity with 185,985 pairs from IEDB/IMGT. Task: Regression. Given a peptide amino acid sequence and an MHC pseudo amino acid sequence, predict their binding affinity value. This is MHC class I binding data. (1) The peptide sequence is FLAHLQWFA. The MHC is HLA-A02:01 with pseudo-sequence HLA-A02:01. The binding affinity (normalized) is 1.00. (2) The peptide sequence is LNNSFYYMK. The MHC is HLA-A03:01 with pseudo-sequence HLA-A03:01. The binding affinity (normalized) is 0.179. (3) The peptide sequence is GTINRILVI. The MHC is HLA-A32:01 with pseudo-sequence HLA-A32:01. The binding affinity (normalized) is 0.752. (4) The MHC is HLA-A01:01 with pseudo-sequence HLA-A01:01. The peptide sequence is IPRRIRQGL. The binding affinity (normalized) is 0.0394. (5) The peptide sequence is RLENVMWKQI. The MHC is HLA-A32:01 with pseudo-sequence HLA-A32:01. The binding affinity (normalized) is 0.305. (6) The peptide sequence is PLLCTLNKSH. The MHC is HLA-A68:01 with pseudo-sequence HLA-A68:01. The binding affinity (normalized) is 0.